Task: Predict the reactants needed to synthesize the given product.. Dataset: Full USPTO retrosynthesis dataset with 1.9M reactions from patents (1976-2016) (1) Given the product [N:1]1[CH:6]=[CH:5][CH:4]=[C:3]([NH:7][S:8]([C:11]2[CH:12]=[C:13]([NH:17][C:23]([N:42]3[C:43]4[C:39](=[CH:38][C:37]([O:36][CH3:35])=[C:45]([C:46]([F:49])([F:47])[F:48])[CH:44]=4)[CH2:40][CH2:41]3)=[O:24])[CH:14]=[CH:15][CH:16]=2)(=[O:10])=[O:9])[CH:2]=1, predict the reactants needed to synthesize it. The reactants are: [N:1]1[CH:6]=[CH:5][CH:4]=[C:3]([NH:7][S:8]([C:11]2[CH:12]=[C:13]([NH2:17])[CH:14]=[CH:15][CH:16]=2)(=[O:10])=[O:9])[CH:2]=1.Cl[Si](C)(C)C.[C:23](C1NC=CN=1)(C1NC=CN=1)=[O:24].[CH3:35][O:36][C:37]1[CH:38]=[C:39]2[C:43](=[CH:44][C:45]=1[C:46]([F:49])([F:48])[F:47])[NH:42][CH2:41][CH2:40]2. (2) Given the product [F:1][C:2]1[CH:16]=[CH:15][CH:14]=[CH:13][C:3]=1[O:4][C:5]1[CH:10]=[C:9]2[C:8]([CH:12]=[N:29][NH:11]2)=[CH:7][CH:6]=1, predict the reactants needed to synthesize it. The reactants are: [F:1][C:2]1[CH:16]=[CH:15][CH:14]=[CH:13][C:3]=1[O:4][C:5]1[CH:6]=[CH:7][C:8]([CH3:12])=[C:9]([NH2:11])[CH:10]=1.C(OC(=O)C)(=O)C.C([O-])(=O)C.[K+].[N:29](OCCC(C)C)=O. (3) Given the product [OH:8][NH:9][CH2:10][CH2:11][C:12]([O:14][C:15]([CH3:18])([CH3:17])[CH3:16])=[O:13], predict the reactants needed to synthesize it. The reactants are: C([O:8][NH:9][CH2:10][CH2:11][C:12]([O:14][C:15]([CH3:18])([CH3:17])[CH3:16])=[O:13])C1C=CC=CC=1. (4) The reactants are: [NH2:1][C:2]1[CH:3]=[C:4]2[C:8](=[CH:9][C:10]=1[N+:11]([O-])=O)[N:7]([CH2:14][C:15]#[C:16][CH2:17][CH3:18])[C:6](=[O:19])[C:5]2([CH3:21])[CH3:20].[OH-].[Na+]. Given the product [NH2:1][C:2]1[CH:3]=[C:4]2[C:8](=[CH:9][C:10]=1[NH2:11])[N:7]([CH2:14][C:15]#[C:16][CH2:17][CH3:18])[C:6](=[O:19])[C:5]2([CH3:20])[CH3:21], predict the reactants needed to synthesize it.